From a dataset of Full USPTO retrosynthesis dataset with 1.9M reactions from patents (1976-2016). Predict the reactants needed to synthesize the given product. Given the product [O:16]1[C:21]2[CH:22]=[CH:23][C:24]([CH2:26][N:27]([CH:35]3[CH2:40][CH2:39][N:38]([CH2:13][CH2:12][N:5]4[C:6]5[C:11](=[CH:10][CH:9]=[CH:8][CH:7]=5)[C:2]([Cl:1])=[CH:3][C:4]4=[O:15])[CH2:37][CH2:36]3)[C:28](=[O:34])[O:29][C:30]([CH3:33])([CH3:31])[CH3:32])=[CH:25][C:20]=2[O:19][CH2:18][CH2:17]1, predict the reactants needed to synthesize it. The reactants are: [Cl:1][C:2]1[C:11]2[C:6](=[CH:7][CH:8]=[CH:9][CH:10]=2)[N:5]([CH2:12][CH:13]=O)[C:4](=[O:15])[CH:3]=1.[O:16]1[C:21]2[CH:22]=[CH:23][C:24]([CH2:26][N:27]([CH:35]3[CH2:40][CH2:39][NH:38][CH2:37][CH2:36]3)[C:28](=[O:34])[O:29][C:30]([CH3:33])([CH3:32])[CH3:31])=[CH:25][C:20]=2[O:19][CH2:18][CH2:17]1.C(O[BH-](OC(=O)C)OC(=O)C)(=O)C.[Na+].C(=O)([O-])O.[Na+].